From a dataset of Forward reaction prediction with 1.9M reactions from USPTO patents (1976-2016). Predict the product of the given reaction. (1) Given the reactants Cl[C:2]1[C:7]([Cl:8])=[CH:6][N:5]=[C:4]([NH2:9])[N:3]=1.[Br:10][C:11]1[CH:19]=[C:18]2[C:14]([CH2:15][CH2:16][NH:17]2)=[CH:13][CH:12]=1.Cl, predict the reaction product. The product is: [Br:10][C:11]1[CH:19]=[C:18]2[C:14]([CH2:15][CH2:16][N:17]2[C:2]2[C:7]([Cl:8])=[CH:6][N:5]=[C:4]([NH2:9])[N:3]=2)=[CH:13][CH:12]=1. (2) Given the reactants [CH2:1]([O:3][C:4](=[O:13])[CH2:5][C:6]1[CH:11]=[CH:10][CH:9]=[C:8]([NH2:12])[CH:7]=1)[CH3:2].[F:14][C:15]1[CH:20]=[CH:19][C:18]([C:21]2[O:25][C:24]([C:26](O)=[O:27])=[CH:23][CH:22]=2)=[CH:17][CH:16]=1, predict the reaction product. The product is: [CH2:1]([O:3][C:4](=[O:13])[CH2:5][C:6]1[CH:11]=[CH:10][CH:9]=[C:8]([NH:12][C:26]([C:24]2[O:25][C:21]([C:18]3[CH:19]=[CH:20][C:15]([F:14])=[CH:16][CH:17]=3)=[CH:22][CH:23]=2)=[O:27])[CH:7]=1)[CH3:2].